From a dataset of Reaction yield outcomes from USPTO patents with 853,638 reactions. Predict the reaction yield, written as a fraction of the theoretical maximum amount of product (1.0 means a 100% yield; for example, 0.34 means a 34% yield). The reactants are [NH:1]([C:3]1[CH:8]=[C:7]([C:9]#[N:10])[CH:6]=[CH:5][N:4]=1)[NH2:2].O=[C:12]([CH2:18][O:19][C:20]1[CH:25]=[CH:24][CH:23]=[CH:22][CH:21]=1)[CH2:13][C:14](OC)=[O:15]. No catalyst specified. The product is [OH:15][C:14]1[N:1]([C:3]2[CH:8]=[C:7]([C:9]#[N:10])[CH:6]=[CH:5][N:4]=2)[N:2]=[C:12]([CH2:18][O:19][C:20]2[CH:25]=[CH:24][CH:23]=[CH:22][CH:21]=2)[CH:13]=1. The yield is 0.580.